Dataset: Reaction yield outcomes from USPTO patents with 853,638 reactions. Task: Predict the reaction yield, written as a fraction of the theoretical maximum amount of product (1.0 means a 100% yield; for example, 0.34 means a 34% yield). (1) The reactants are ClC1C=C(C=CC=1)C(OO)=[O:6].[NH:12]1[CH:16]=[CH:15][C:14]([NH:17][C:18]2[N:22]([C:23]3[CH:28]=[C:27]([S:29][CH3:30])[N:26]=[C:25]([CH3:31])[N:24]=3)[N:21]=[C:20]([C:32]([O:34][CH2:35][CH3:36])=[O:33])[CH:19]=2)=[N:13]1.[O-]S([O-])(=S)=O.[Na+].[Na+].C([O-])(O)=O.[Na+]. The catalyst is C(Cl)Cl. The product is [NH:12]1[CH:16]=[CH:15][C:14]([NH:17][C:18]2[N:22]([C:23]3[CH:28]=[C:27]([S:29]([CH3:30])=[O:6])[N:26]=[C:25]([CH3:31])[N:24]=3)[N:21]=[C:20]([C:32]([O:34][CH2:35][CH3:36])=[O:33])[CH:19]=2)=[N:13]1. The yield is 0.760. (2) The reactants are [C:1]([C:4]1[C:9]([NH:10][C:11]([C:13]2[S:14][CH:15]=[C:16]([CH:18]([CH3:20])[CH3:19])[N:17]=2)=O)=[C:8]([F:21])[C:7]([O:22][CH3:23])=[CH:6][CH:5]=1)(=[O:3])[CH3:2].C(C1N=C(C2C=C(O)C3C(=CC(OC)=CC=3)N=2)SC=1)(C)C. No catalyst specified. The product is [CH:18]([C:16]1[N:17]=[C:13]([C:11]2[CH:2]=[C:1]([OH:3])[C:4]3[C:9](=[C:8]([F:21])[C:7]([O:22][CH3:23])=[CH:6][CH:5]=3)[N:10]=2)[S:14][CH:15]=1)([CH3:20])[CH3:19]. The yield is 0.900. (3) The reactants are [C:1]([NH:8][CH2:9][CH2:10][C:11]1[CH:17]=[CH:16][C:14]([NH2:15])=[CH:13][CH:12]=1)([O:3][C:4]([CH3:7])([CH3:6])[CH3:5])=[O:2].[CH:18](=O)[C:19]1[CH:24]=[CH:23][CH:22]=[CH:21][CH:20]=1.CC(O)=O.[BH3-]C#N.[Na+]. The catalyst is C1(C)C=CC=CC=1.CO. The product is [CH2:18]([NH:15][C:14]1[CH:16]=[CH:17][C:11]([CH2:10][CH2:9][NH:8][C:1]([O:3][C:4]([CH3:6])([CH3:7])[CH3:5])=[O:2])=[CH:12][CH:13]=1)[C:19]1[CH:24]=[CH:23][CH:22]=[CH:21][CH:20]=1. The yield is 0.830. (4) The reactants are [CH3:1][CH:2]([CH3:28])[CH2:3][C@H:4]([C:20]1([C:25]([NH2:27])=[O:26])[CH2:24][CH:23]=[CH:22][CH2:21]1)[C:5](=[O:19])[NH:6][CH:7]1[C:13](=[O:14])[NH:12][C:11]2[CH:15]=[CH:16][CH:17]=[CH:18][C:10]=2[CH2:9][CH2:8]1.C([O-])([O-])=O.[K+].[K+].[F:35][C:36]1[CH:50]=[CH:49][CH:48]=[CH:47][C:37]=1[O:38][C:39]1[CH:40]=[C:41]([CH:44]=[CH:45][CH:46]=1)[CH2:42]Br. The catalyst is CC#N. The product is [F:35][C:36]1[CH:50]=[CH:49][CH:48]=[CH:47][C:37]=1[O:38][C:39]1[CH:40]=[C:41]([CH:44]=[CH:45][CH:46]=1)[CH2:42][N:12]1[C:13](=[O:14])[CH:7]([NH:6][C:5]([CH:4]([C:20]2([C:25]([NH2:27])=[O:26])[CH2:21][CH:22]=[CH:23][CH2:24]2)[CH2:3][CH:2]([CH3:28])[CH3:1])=[O:19])[CH2:8][CH2:9][C:10]2[CH:18]=[CH:17][CH:16]=[CH:15][C:11]1=2. The yield is 0.770. (5) The reactants are [O:1]=[C:2]1[CH:7]=[N:6][C:5]2[N:8]=[CH:9][CH:10]=[C:11]([O:12][C:13]3[CH:18]=[CH:17][C:16]([NH:19][C:20](=[O:26])OC(C)(C)C)=[CH:15][CH:14]=3)[C:4]=2[NH:3]1.[C:27]([C:31]1[CH:35]=[C:34]([N:36]=C=O)[N:33]([C:39]2[CH:44]=[CH:43][C:42]([CH3:45])=[CH:41][CH:40]=2)[N:32]=1)([CH3:30])([CH3:29])[CH3:28]. No catalyst specified. The product is [C:27]([C:31]1[CH:35]=[C:34]([NH:36][C:20]([NH:19][C:16]2[CH:15]=[CH:14][C:13]([O:12][C:11]3[C:4]4[NH:3][C:2](=[O:1])[CH:7]=[N:6][C:5]=4[N:8]=[CH:9][CH:10]=3)=[CH:18][CH:17]=2)=[O:26])[N:33]([C:39]2[CH:40]=[CH:41][C:42]([CH3:45])=[CH:43][CH:44]=2)[N:32]=1)([CH3:30])([CH3:29])[CH3:28]. The yield is 0.640. (6) The reactants are [NH:1]1[C:9]2[C:4](=[CH:5][CH:6]=[CH:7][CH:8]=2)[C@@:3]2([C:21]3[C:12](=[CH:13][C:14]4[O:19][CH2:18][CH2:17][O:16][C:15]=4[CH:20]=3)[O:11][CH2:10]2)[C:2]1=[O:22].[H-].[Na+].Br[CH2:26][CH2:27][O:28][CH2:29][CH2:30][O:31][CH3:32]. The yield is 0.850. The product is [CH3:32][O:31][CH2:30][CH2:29][O:28][CH2:27][CH2:26][N:1]1[C:9]2[C:4](=[CH:5][CH:6]=[CH:7][CH:8]=2)[C@@:3]2([C:21]3[C:12](=[CH:13][C:14]4[O:19][CH2:18][CH2:17][O:16][C:15]=4[CH:20]=3)[O:11][CH2:10]2)[C:2]1=[O:22]. The catalyst is CN(C)C=O. (7) The reactants are Cl[S:2]([C:5]1[S:6][C:7]([C:10]2[S:11][C:12]([CH2:15][CH3:16])=[CH:13][CH:14]=2)=[CH:8][CH:9]=1)(=[O:4])=[O:3].[NH2:17][C:18]1[O:22][N:21]=[C:20]([CH3:23])[C:19]=1[Br:24]. No catalyst specified. The product is [Br:24][C:19]1[C:20]([CH3:23])=[N:21][O:22][C:18]=1[NH:17][S:2]([C:5]1[S:6][C:7]([C:10]2[S:11][C:12]([CH2:15][CH3:16])=[CH:13][CH:14]=2)=[CH:8][CH:9]=1)(=[O:4])=[O:3]. The yield is 0.590.